This data is from NCI-60 drug combinations with 297,098 pairs across 59 cell lines. The task is: Regression. Given two drug SMILES strings and cell line genomic features, predict the synergy score measuring deviation from expected non-interaction effect. (1) Drug 1: CNC(=O)C1=CC=CC=C1SC2=CC3=C(C=C2)C(=NN3)C=CC4=CC=CC=N4. Drug 2: CC1=C(C(CCC1)(C)C)C=CC(=CC=CC(=CC(=O)O)C)C. Cell line: IGROV1. Synergy scores: CSS=5.98, Synergy_ZIP=-1.57, Synergy_Bliss=0.448, Synergy_Loewe=-0.0327, Synergy_HSA=0.563. (2) Synergy scores: CSS=0.404, Synergy_ZIP=-0.0305, Synergy_Bliss=-1.63, Synergy_Loewe=-7.65, Synergy_HSA=-1.56. Drug 1: CN1C2=C(C=C(C=C2)N(CCCl)CCCl)N=C1CCCC(=O)O.Cl. Cell line: COLO 205. Drug 2: CC1CCC2CC(C(=CC=CC=CC(CC(C(=O)C(C(C(=CC(C(=O)CC(OC(=O)C3CCCCN3C(=O)C(=O)C1(O2)O)C(C)CC4CCC(C(C4)OC)O)C)C)O)OC)C)C)C)OC.